Dataset: Catalyst prediction with 721,799 reactions and 888 catalyst types from USPTO. Task: Predict which catalyst facilitates the given reaction. (1) Reactant: [CH3:1][C:2]1([CH2:6][O:7][C:8]2[CH:15]=[CH:14][C:13](B3OC(C)(C)C(C)(C)O3)=[CH:12][C:9]=2[C:10]#[N:11])[CH2:5][O:4][CH2:3]1.Br[C:26]1[CH:31]=[CH:30][N:29]=[C:28]2[N:32]([S:47]([C:50]3[CH:55]=[CH:54][CH:53]=[CH:52][CH:51]=3)(=[O:49])=[O:48])[C:33]([C:35]3[CH:40]=[CH:39][C:38]([N:41]4[CH2:46][CH2:45][O:44][CH2:43][CH2:42]4)=[CH:37][CH:36]=3)=[CH:34][C:27]=12.C(=O)([O-])[O-].[Cs+].[Cs+].ClCCl. Product: [CH3:1][C:2]1([CH2:6][O:7][C:8]2[CH:15]=[CH:14][C:13]([C:26]3[CH:31]=[CH:30][N:29]=[C:28]4[N:32]([S:47]([C:50]5[CH:51]=[CH:52][CH:53]=[CH:54][CH:55]=5)(=[O:48])=[O:49])[C:33]([C:35]5[CH:40]=[CH:39][C:38]([N:41]6[CH2:42][CH2:43][O:44][CH2:45][CH2:46]6)=[CH:37][CH:36]=5)=[CH:34][C:27]=34)=[CH:12][C:9]=2[C:10]#[N:11])[CH2:3][O:4][CH2:5]1. The catalyst class is: 6. (2) The catalyst class is: 239. Product: [ClH:33].[NH2:13][C@H:9]([C:10]([O:63][CH2:62][CH2:61][NH:60][C:58]([C:39]1[N:38]([CH2:34][CH2:35][CH2:36][CH3:37])[CH:42]=[C:41]([NH:43][C:44]([NH:46][C:47]2[CH:48]=[CH:49][C:50]([O:53][C:54]([F:55])([F:56])[F:57])=[CH:51][CH:52]=2)=[O:45])[N:40]=1)=[O:59])=[O:11])[CH2:8][CH2:7][C:6]([OH:21])=[O:5]. Reactant: C([O:5][C:6](=[O:21])[CH2:7][CH2:8][C@H:9]([NH:13]C(OC(C)(C)C)=O)[C:10](O)=[O:11])(C)(C)C.CCN=C=NCCCN(C)C.[ClH:33].[CH2:34]([N:38]1[CH:42]=[C:41]([NH:43][C:44]([NH:46][C:47]2[CH:52]=[CH:51][C:50]([O:53][C:54]([F:57])([F:56])[F:55])=[CH:49][CH:48]=2)=[O:45])[N:40]=[C:39]1[C:58]([NH:60][CH2:61][CH2:62][OH:63])=[O:59])[CH2:35][CH2:36][CH3:37]. (3) Reactant: [CH2:1]([O:3][C:4]([N:6]1[CH2:11][CH2:10][N:9](C(OC(C)(C)C)=O)[CH2:8][C@H:7]1[CH3:19])=[O:5])[CH3:2].C(O)(C(F)(F)F)=O. Product: [CH2:1]([O:3][C:4]([N:6]1[CH2:11][CH2:10][NH:9][CH2:8][C@H:7]1[CH3:19])=[O:5])[CH3:2]. The catalyst class is: 4. (4) Reactant: C([O:3][C:4](=[O:21])[C:5]([S:8]([CH:11]1[CH2:16][CH2:15][N:14]([S:17]([CH3:20])(=[O:19])=[O:18])[CH2:13][CH2:12]1)(=[O:10])=[O:9])([CH3:7])[CH3:6])C.O.[OH-].[Li+]. Product: [CH3:20][S:17]([N:14]1[CH2:13][CH2:12][CH:11]([S:8]([C:5]([CH3:7])([CH3:6])[C:4]([OH:21])=[O:3])(=[O:9])=[O:10])[CH2:16][CH2:15]1)(=[O:18])=[O:19]. The catalyst class is: 38. (5) Reactant: Br[CH:2]1[CH2:7][CH2:6][CH2:5][N:4]([C:8]2[CH:9]=[N:10][N:11]([C:14]3[CH:19]=[CH:18][C:17]([F:20])=[CH:16][CH:15]=3)[C:12]=2[CH3:13])[C:3]1=[O:21].[Cl:22][C:23]1[C:24]([C:29]([F:32])([F:31])[F:30])=[N:25][NH:26][C:27]=1[CH3:28].C(=O)([O-])[O-].[K+].[K+]. Product: [Cl:22][C:23]1[C:24]([C:29]([F:31])([F:30])[F:32])=[N:25][N:26]([CH:2]2[CH2:7][CH2:6][CH2:5][N:4]([C:8]3[CH:9]=[N:10][N:11]([C:14]4[CH:19]=[CH:18][C:17]([F:20])=[CH:16][CH:15]=4)[C:12]=3[CH3:13])[C:3]2=[O:21])[C:27]=1[CH3:28]. The catalyst class is: 3. (6) Reactant: [Br:1][C:2]1[CH:3]=[N:4][NH:5][CH:6]=1.C(=O)([O-])[O-].[Cs+].[Cs+].Br[CH2:14][CH2:15][Cl:16]. Product: [Br:1][C:2]1[CH:3]=[N:4][N:5]([CH2:14][CH2:15][Cl:16])[CH:6]=1. The catalyst class is: 9.